This data is from Forward reaction prediction with 1.9M reactions from USPTO patents (1976-2016). The task is: Predict the product of the given reaction. (1) Given the reactants [C:1]1([CH:7](O)[CH2:8][CH2:9][C:10]2[CH:15]=[CH:14][CH:13]=[CH:12][CH:11]=2)[CH:6]=[CH:5][CH:4]=[CH:3][CH:2]=1.CC(C)=[O:19].OS(O)(=O)=O.O=[Cr](=O)=O, predict the reaction product. The product is: [C:1]1([CH2:7][C:8](=[O:19])[CH2:9][C:10]2[CH:15]=[CH:14][CH:13]=[CH:12][CH:11]=2)[CH:6]=[CH:5][CH:4]=[CH:3][CH:2]=1. (2) The product is: [CH2:1]([NH:3][C:4]([NH:5][C:6]1[N:11]=[CH:10][C:9]([C:12]2[CH:13]=[C:14]3[C:19](=[CH:20][CH:21]=2)[N:18]([C@H:22]([CH2:23][OH:24])[C:25]([CH3:28])([CH3:27])[CH3:26])[CH:17]=[C:16]([C:29]([OH:31])=[O:30])[C:15]3=[O:34])=[C:8]([C:35]2[S:36][CH:37]=[C:38]([C:40]([F:41])([F:43])[F:42])[N:39]=2)[CH:7]=1)=[O:44])[CH3:2]. Given the reactants [CH2:1]([NH:3][C:4](=[O:44])[NH:5][C:6]1[N:11]=[CH:10][C:9]([C:12]2[CH:13]=[C:14]3[C:19](=[CH:20][CH:21]=2)[N:18]([C@@H:22]([C:25]([CH3:28])([CH3:27])[CH3:26])[CH2:23][OH:24])[CH:17]=[C:16]([C:29]([O:31]CC)=[O:30])[C:15]3=[O:34])=[C:8]([C:35]2[S:36][CH:37]=[C:38]([C:40]([F:43])([F:42])[F:41])[N:39]=2)[CH:7]=1)[CH3:2].[OH-].[Li+].Cl, predict the reaction product. (3) Given the reactants [F:1][C:2]1[CH:7]=[CH:6][C:5]([N:8]2[C:16]3[C:11](=[CH:12][C:13]([O:17][C@H:18]([C:22]4[CH:27]=[CH:26][CH:25]=[CH:24][CH:23]=4)[C@H:19]([CH3:21])[NH2:20])=[CH:14][CH:15]=3)[CH:10]=[N:9]2)=[CH:4][CH:3]=1.[O:28]1[CH:32]=[CH:31][CH:30]=[C:29]1[CH2:33][N:34]=[C:35]=[O:36], predict the reaction product. The product is: [F:1][C:2]1[CH:3]=[CH:4][C:5]([N:8]2[C:16]3[C:11](=[CH:12][C:13]([O:17][C@H:18]([C:22]4[CH:23]=[CH:24][CH:25]=[CH:26][CH:27]=4)[C@@H:19]([NH:20][C:35]([NH:34][CH2:33][C:29]4[O:28][CH:32]=[CH:31][CH:30]=4)=[O:36])[CH3:21])=[CH:14][CH:15]=3)[CH:10]=[N:9]2)=[CH:6][CH:7]=1. (4) Given the reactants Br[C:2]1[CH:3]=[C:4]2[C:8]3=[C:9]([CH2:11][S:12][CH2:13][CH2:14][N:7]3[C@H:6]3[CH2:15][CH2:16][N:17](C(OC(C)(C)C)=O)[CH2:18][C@@H:5]23)[CH:10]=1.[CH3:26][C:27]1[CH:32]=[C:31]([O:33][CH3:34])[CH:30]=[CH:29][C:28]=1B(O)O, predict the reaction product. The product is: [CH3:34][O:33][C:31]1[CH:30]=[CH:29][C:28]([C:2]2[CH:3]=[C:4]3[C:8]4=[C:9]([CH2:11][S:12][CH2:13][CH2:14][N:7]4[C@H:6]4[CH2:15][CH2:16][NH:17][CH2:18][C@@H:5]34)[CH:10]=2)=[C:27]([CH3:26])[CH:32]=1. (5) Given the reactants [CH2:1]([N:8]([C:30]1[CH:31]=[CH:32][C:33]([OH:40])=[C:34]([CH:39]=1)[C:35]([O:37]C)=[O:36])[C:9](=[O:29])[CH2:10][N:11]([CH2:22][C:23]1[CH:28]=[CH:27][CH:26]=[CH:25][CH:24]=1)[S:12]([C:15]1[CH:20]=[CH:19][C:18]([CH3:21])=[CH:17][CH:16]=1)(=[O:14])=[O:13])[C:2]1[CH:7]=[CH:6][CH:5]=[CH:4][CH:3]=1, predict the reaction product. The product is: [CH2:1]([N:8]([C:30]1[CH:31]=[CH:32][C:33]([OH:40])=[C:34]([CH:39]=1)[C:35]([OH:37])=[O:36])[C:9](=[O:29])[CH2:10][N:11]([CH2:22][C:23]1[CH:28]=[CH:27][CH:26]=[CH:25][CH:24]=1)[S:12]([C:15]1[CH:16]=[CH:17][C:18]([CH3:21])=[CH:19][CH:20]=1)(=[O:14])=[O:13])[C:2]1[CH:3]=[CH:4][CH:5]=[CH:6][CH:7]=1.